Dataset: Reaction yield outcomes from USPTO patents with 853,638 reactions. Task: Predict the reaction yield, written as a fraction of the theoretical maximum amount of product (1.0 means a 100% yield; for example, 0.34 means a 34% yield). (1) The yield is 0.470. The reactants are [NH2:1][C:2]1[CH:11]=[C:10]2[C:5]([CH:6]=[CH:7][CH:8]=[C:9]2[N:12]2[CH2:17][CH2:16][N:15]([CH3:18])[CH2:14][CH2:13]2)=[CH:4][CH:3]=1.C(N(CC)CC)C.[N+:26]([C:29]1[CH:30]=[C:31]([CH:35]=[CH:36][CH:37]=1)[C:32](Cl)=[O:33])([O-:28])=[O:27]. The product is [N+:26]([C:29]1[CH:30]=[C:31]([CH:35]=[CH:36][CH:37]=1)[C:32]([NH:1][C:2]1[CH:11]=[C:10]2[C:5]([CH:6]=[CH:7][CH:8]=[C:9]2[N:12]2[CH2:17][CH2:16][N:15]([CH3:18])[CH2:14][CH2:13]2)=[CH:4][CH:3]=1)=[O:33])([O-:28])=[O:27]. The catalyst is C(#N)C. (2) The yield is 0.990. The reactants are [C:1](O)(=O)C(O)=O.[CH3:7][O:8][C:9]1[CH:10]=[C:11]([CH2:17][C@:18]2([CH2:32][CH2:33][C:34]([NH2:36])=[O:35])[C:27]3[C:22](=[CH:23][C:24]([O:30][CH3:31])=[C:25]([O:28][CH3:29])[CH:26]=3)[CH2:21][CH2:20][NH:19]2)[CH:12]=[CH:13][C:14]=1[O:15][CH3:16].[OH-].[Na+].ClCCl.[I:42]C. The catalyst is O. The product is [I-:42].[CH3:7][O:8][C:9]1[CH:10]=[C:11]([CH2:17][C@:18]2([CH2:32][CH2:33][C:34]([NH2:36])=[O:35])[C:27]3[C:22](=[CH:23][C:24]([O:30][CH3:31])=[C:25]([O:28][CH3:29])[CH:26]=3)[CH2:21][CH2:20][NH+:19]2[CH3:1])[CH:12]=[CH:13][C:14]=1[O:15][CH3:16]. (3) The reactants are [F:1][C:2]1[C:9]([F:10])=[CH:8][C:5]([CH:6]=[O:7])=[C:4]([OH:11])[CH:3]=1.[CH3:12][C@@H:13](O)[CH2:14][CH:15]=[CH2:16].C1(P(C2C=CC=CC=2)C2C=CC=CC=2)C=CC=CC=1.CC(OC(/N=N/C(OC(C)C)=O)=O)C. The catalyst is C1COCC1.CCOCC. The product is [F:1][C:2]1[C:9]([F:10])=[CH:8][C:5]([CH:6]=[O:7])=[C:4]([O:11][C@H:15]([CH2:14][CH:13]=[CH2:12])[CH3:16])[CH:3]=1. The yield is 0.0905. (4) The reactants are CC(C)([O-])C.[K+].[CH3:7][C:8]1[C:13]([CH3:14])=[CH:12][CH:11]=[CH:10][C:9]=1[OH:15].[CH2:16]([O:18][C:19](=[O:24])[CH:20]=[C:21](Cl)[CH3:22])[CH3:17]. The catalyst is O1CCCC1. The product is [CH2:16]([O:18][C:19](=[O:24])/[CH:20]=[C:21](/[O:15][C:9]1[CH:10]=[CH:11][CH:12]=[C:13]([CH3:14])[C:8]=1[CH3:7])\[CH3:22])[CH3:17]. The yield is 0.350. (5) The reactants are [NH2:1][C:2]1[CH:10]=[C:9]([CH3:11])[CH:8]=[CH:7][C:3]=1[C:4]([OH:6])=O.N1[CH:16]=[CH:15]N=C1.C(Cl)(=O)C.Cl.[NH2:22][CH:23]1[CH2:28][CH2:27][C:26](=[O:29])[NH:25][C:24]1=[O:30].P(OC1C=CC=CC=1)(OC1C=CC=CC=1)OC1C=CC=CC=1. The catalyst is C(#N)C.O. The product is [CH3:15][C:16]1[N:22]([CH:23]2[CH2:28][CH2:27][C:26](=[O:29])[NH:25][C:24]2=[O:30])[C:4](=[O:6])[C:3]2[C:2](=[CH:10][C:9]([CH3:11])=[CH:8][CH:7]=2)[N:1]=1. The yield is 0.670. (6) The yield is 0.489. The catalyst is CO. The product is [CH2:12]1[C:13]2[C:18](=[CH:17][CH:16]=[CH:15][CH:14]=2)[CH2:19][CH2:20][N:11]1[CH2:10][CH:9]([OH:21])[CH2:8][NH:7][C:5](=[O:6])[C:4]1[CH:22]=[CH:23][CH:24]=[C:2]([NH:1][CH:28]2[CH2:29][CH2:30][O:25][CH2:26][CH2:27]2)[CH:3]=1. The reactants are [NH2:1][C:2]1[CH:3]=[C:4]([CH:22]=[CH:23][CH:24]=1)[C:5]([NH:7][CH2:8][CH:9]([OH:21])[CH2:10][N:11]1[CH2:20][CH2:19][C:18]2[C:13](=[CH:14][CH:15]=[CH:16][CH:17]=2)[CH2:12]1)=[O:6].[O:25]1[CH2:30][CH2:29][C:28](=O)[CH2:27][CH2:26]1.CC(O)=O.[BH3-]C#N.[Na+]. (7) The reactants are [CH2:1]([O:8][C:9]1[CH:17]=[CH:16][C:12]([C:13]([OH:15])=O)=[CH:11][CH:10]=1)[CH2:2][CH2:3][CH2:4][CH2:5][CH2:6][CH3:7].C(Cl)(=O)C(Cl)=O.[NH:24]([C:26]([O:28][C:29]([CH3:32])([CH3:31])[CH3:30])=[O:27])[NH2:25].CCN(C(C)C)C(C)C.Cl. The catalyst is C(Cl)Cl.CN(C=O)C. The product is [CH2:1]([O:8][C:9]1[CH:10]=[CH:11][C:12]([C:13]([NH:25][NH:24][C:26]([O:28][C:29]([CH3:32])([CH3:31])[CH3:30])=[O:27])=[O:15])=[CH:16][CH:17]=1)[CH2:2][CH2:3][CH2:4][CH2:5][CH2:6][CH3:7]. The yield is 0.980. (8) The reactants are [CH3:1][N:2]1[C:7]2=[N:8][C:9]([NH:12][C:13]3[CH:18]=[CH:17][C:16]([N:19]4[CH:23]=[CH:22][CH:21]=[N:20]4)=[CH:15][CH:14]=3)=[N:10][CH:11]=[C:6]2[CH2:5][NH:4][C:3]1=[O:24].FC(F)(F)C(O)=O.CC(C)([O-])C.[K+]. The catalyst is O1CCCC1. The product is [CH3:1][N:2]1[C:7]2=[N:8][C:9]([NH:12][C:13]3[CH:14]=[CH:15][C:16]([N:19]4[CH:23]=[CH:22][CH:21]=[N:20]4)=[CH:17][CH:18]=3)=[N:10][CH:11]=[C:6]2[CH:5]=[N:4][C:3]1=[O:24]. The yield is 0.650. (9) The reactants are [CH3:1][O:2][C:3]1[CH:8]=[CH:7][C:6]([C:9]2[CH:14]=[CH:13][C:12]([CH2:15][C:16](O)=[O:17])=[C:11]([N+:19]([O-])=O)[CH:10]=2)=[CH:5][CH:4]=1. The catalyst is C(O)(=O)C.[Fe]. The product is [CH3:1][O:2][C:3]1[CH:8]=[CH:7][C:6]([C:9]2[CH:10]=[C:11]3[C:12]([CH2:15][C:16](=[O:17])[NH:19]3)=[CH:13][CH:14]=2)=[CH:5][CH:4]=1. The yield is 0.540. (10) The reactants are [OH:1][CH:2]([CH3:19])[CH2:3][CH:4]([S:12]([C:15]([F:18])([F:17])[F:16])(=[O:14])=[O:13])[S:5]([C:8]([F:11])([F:10])[F:9])(=[O:7])=[O:6].C(Cl)(Cl)Cl.[C:24](O[C:24](=[O:28])[C:25]([CH3:27])=[CH2:26])(=[O:28])[C:25]([CH3:27])=[CH2:26].[Cl-].[C:36]1([S+:42]([C:49]2[CH:54]=[CH:53][CH:52]=[CH:51][CH:50]=2)[C:43]2[CH:48]=[CH:47][CH:46]=[CH:45][CH:44]=2)[CH:41]=[CH:40][CH:39]=[CH:38][CH:37]=1. The catalyst is C(C1C=C(C)C=C(C(C)(C)C)C=1O)C1C=C(C)C=C(C(C)(C)C)C=1O.CS(O)(=O)=O.O. The product is [C:49]1([S+:42]([C:36]2[CH:37]=[CH:38][CH:39]=[CH:40][CH:41]=2)[C:43]2[CH:48]=[CH:47][CH:46]=[CH:45][CH:44]=2)[CH:50]=[CH:51][CH:52]=[CH:53][CH:54]=1.[C:24]([O:1][CH:2]([CH3:19])[CH2:3][CH:4]([S:5]([C:8]([F:9])([F:10])[F:11])(=[O:6])=[O:7])[S:12]([C:15]([F:17])([F:18])[F:16])(=[O:14])=[O:13])(=[O:28])[C:25]([CH3:27])=[CH2:26]. The yield is 0.590.